This data is from NCI-60 drug combinations with 297,098 pairs across 59 cell lines. The task is: Regression. Given two drug SMILES strings and cell line genomic features, predict the synergy score measuring deviation from expected non-interaction effect. (1) Drug 1: CC(C)CN1C=NC2=C1C3=CC=CC=C3N=C2N. Drug 2: CC1C(C(CC(O1)OC2CC(CC3=C2C(=C4C(=C3O)C(=O)C5=CC=CC=C5C4=O)O)(C(=O)C)O)N)O. Cell line: UO-31. Synergy scores: CSS=44.6, Synergy_ZIP=-1.82, Synergy_Bliss=0.736, Synergy_Loewe=-17.2, Synergy_HSA=1.46. (2) Drug 1: CCCCCOC(=O)NC1=NC(=O)N(C=C1F)C2C(C(C(O2)C)O)O. Drug 2: CC(C)CN1C=NC2=C1C3=CC=CC=C3N=C2N. Cell line: UACC62. Synergy scores: CSS=-0.545, Synergy_ZIP=0.713, Synergy_Bliss=-0.131, Synergy_Loewe=-0.702, Synergy_HSA=-1.57. (3) Drug 1: CCC1=C2CN3C(=CC4=C(C3=O)COC(=O)C4(CC)O)C2=NC5=C1C=C(C=C5)O. Drug 2: CC(C)(C#N)C1=CC(=CC(=C1)CN2C=NC=N2)C(C)(C)C#N. Cell line: HL-60(TB). Synergy scores: CSS=7.52, Synergy_ZIP=-5.44, Synergy_Bliss=-4.45, Synergy_Loewe=-2.64, Synergy_HSA=-2.56. (4) Drug 1: CC1=CC=C(C=C1)C2=CC(=NN2C3=CC=C(C=C3)S(=O)(=O)N)C(F)(F)F. Drug 2: CS(=O)(=O)CCNCC1=CC=C(O1)C2=CC3=C(C=C2)N=CN=C3NC4=CC(=C(C=C4)OCC5=CC(=CC=C5)F)Cl. Cell line: MOLT-4. Synergy scores: CSS=-0.221, Synergy_ZIP=-3.17, Synergy_Bliss=-6.68, Synergy_Loewe=-2.27, Synergy_HSA=-4.54. (5) Drug 1: CCC1(CC2CC(C3=C(CCN(C2)C1)C4=CC=CC=C4N3)(C5=C(C=C6C(=C5)C78CCN9C7C(C=CC9)(C(C(C8N6C=O)(C(=O)OC)O)OC(=O)C)CC)OC)C(=O)OC)O.OS(=O)(=O)O. Drug 2: C1CC(C1)(C(=O)O)C(=O)O.[NH2-].[NH2-].[Pt+2]. Cell line: SN12C. Synergy scores: CSS=15.6, Synergy_ZIP=-6.03, Synergy_Bliss=-2.37, Synergy_Loewe=3.09, Synergy_HSA=3.31. (6) Drug 1: COC1=CC(=CC(=C1O)OC)C2C3C(COC3=O)C(C4=CC5=C(C=C24)OCO5)OC6C(C(C7C(O6)COC(O7)C8=CC=CS8)O)O. Synergy scores: CSS=30.8, Synergy_ZIP=-3.03, Synergy_Bliss=-3.54, Synergy_Loewe=-3.17, Synergy_HSA=0.598. Cell line: 786-0. Drug 2: CCC1(C2=C(COC1=O)C(=O)N3CC4=CC5=C(C=CC(=C5CN(C)C)O)N=C4C3=C2)O.Cl. (7) Drug 1: CC1=C2C(C(=O)C3(C(CC4C(C3C(C(C2(C)C)(CC1OC(=O)C(C(C5=CC=CC=C5)NC(=O)OC(C)(C)C)O)O)OC(=O)C6=CC=CC=C6)(CO4)OC(=O)C)OC)C)OC. Drug 2: C1C(C(OC1N2C=NC3=C(N=C(N=C32)Cl)N)CO)O. Cell line: A498. Synergy scores: CSS=47.4, Synergy_ZIP=2.91, Synergy_Bliss=2.29, Synergy_Loewe=-12.7, Synergy_HSA=3.01. (8) Drug 1: CC1=C2C(C(=O)C3(C(CC4C(C3C(C(C2(C)C)(CC1OC(=O)C(C(C5=CC=CC=C5)NC(=O)OC(C)(C)C)O)O)OC(=O)C6=CC=CC=C6)(CO4)OC(=O)C)OC)C)OC. Drug 2: C1=NC2=C(N=C(N=C2N1C3C(C(C(O3)CO)O)F)Cl)N. Cell line: 786-0. Synergy scores: CSS=56.1, Synergy_ZIP=0.0351, Synergy_Bliss=0.470, Synergy_Loewe=0.218, Synergy_HSA=6.35. (9) Drug 1: CCC1=CC2CC(C3=C(CN(C2)C1)C4=CC=CC=C4N3)(C5=C(C=C6C(=C5)C78CCN9C7C(C=CC9)(C(C(C8N6C)(C(=O)OC)O)OC(=O)C)CC)OC)C(=O)OC.C(C(C(=O)O)O)(C(=O)O)O. Drug 2: CC1CCC2CC(C(=CC=CC=CC(CC(C(=O)C(C(C(=CC(C(=O)CC(OC(=O)C3CCCCN3C(=O)C(=O)C1(O2)O)C(C)CC4CCC(C(C4)OC)OCCO)C)C)O)OC)C)C)C)OC. Cell line: MCF7. Synergy scores: CSS=37.8, Synergy_ZIP=-0.0606, Synergy_Bliss=0.308, Synergy_Loewe=2.29, Synergy_HSA=4.71.